Predict the reactants needed to synthesize the given product. From a dataset of Full USPTO retrosynthesis dataset with 1.9M reactions from patents (1976-2016). (1) The reactants are: Br[C:2]1[CH:3]=[C:4]2[O:10][C:9]([NH:11][C:12]([O:14][C:15]([CH3:18])([CH3:17])[CH3:16])=[O:13])=[C:8]([C:19]([O:21][CH2:22][CH3:23])=[O:20])[C:5]2=[N:6][CH:7]=1.Br[Zn][CH:26]1[CH2:29][CH2:28][CH2:27]1.C1COCC1.C1(P(C2CCCCC2)C2C=CC=CC=2C2C(OC)=CC=CC=2OC)CCCCC1. Given the product [C:15]([O:14][C:12]([NH:11][C:9]1[O:10][C:4]2[C:5](=[N:6][CH:7]=[C:2]([CH:26]3[CH2:29][CH2:28][CH2:27]3)[CH:3]=2)[C:8]=1[C:19]([O:21][CH2:22][CH3:23])=[O:20])=[O:13])([CH3:18])([CH3:17])[CH3:16], predict the reactants needed to synthesize it. (2) The reactants are: [CH3:1][CH:2]([CH3:10])[CH2:3][C:4](=[O:9])[CH2:5][C:6](=[O:8])[CH3:7].[Br:11][C:12]1[CH:13]=[C:14]([CH:17]=[CH:18][C:19]=1[F:20])[CH:15]=O. Given the product [Br:11][C:12]1[CH:13]=[C:14]([CH:17]=[CH:18][C:19]=1[F:20])[CH:15]=[C:5]([C:4](=[O:9])[CH2:3][CH:2]([CH3:10])[CH3:1])[C:6](=[O:8])[CH3:7], predict the reactants needed to synthesize it. (3) Given the product [CH3:22][N:11]([CH2:10][CH2:9][N:6]1[CH:7]=[CH:8][C:4]([N+:1]([O-:3])=[O:2])=[N:5]1)[C:12](=[O:18])[O:13][C:14]([CH3:15])([CH3:17])[CH3:16], predict the reactants needed to synthesize it. The reactants are: [N+:1]([C:4]1[CH:8]=[CH:7][N:6]([CH2:9][CH2:10][NH:11][C:12](=[O:18])[O:13][C:14]([CH3:17])([CH3:16])[CH3:15])[N:5]=1)([O-:3])=[O:2].[H-].[Na+].I[CH3:22]. (4) Given the product [Cl:18][C:19]1[CH:20]=[CH:21][C:22]([C:25]([C:2]2[CH:7]=[C:6]([C:8]([F:11])([F:10])[F:9])[CH:5]=[C:4]([F:12])[CH:3]=2)([NH2:26])[CH2:33][C:34]2[CH:39]=[CH:38][CH:37]=[CH:36][CH:35]=2)=[N:23][CH:24]=1, predict the reactants needed to synthesize it. The reactants are: Br[C:2]1[CH:7]=[C:6]([C:8]([F:11])([F:10])[F:9])[CH:5]=[C:4]([F:12])[CH:3]=1.[Li]CCCC.[Cl:18][C:19]1[CH:20]=[CH:21][C:22]([C:25]#[N:26])=[N:23][CH:24]=1.C[Si](C)(C)Cl.[Cl-].[CH2:33]([Zn+])[C:34]1[CH:39]=[CH:38][CH:37]=[CH:36][CH:35]=1. (5) Given the product [Cl:7][C:8]1[CH:9]=[CH:10][C:11]([CH2:14][CH:15]([O:21][CH2:22][CH3:23])[CH2:16][OH:17])=[CH:12][CH:13]=1, predict the reactants needed to synthesize it. The reactants are: [H-].[Al+3].[Li+].[H-].[H-].[H-].[Cl:7][C:8]1[CH:13]=[CH:12][C:11]([CH2:14][CH:15]([O:21][CH2:22][CH3:23])[C:16](OCC)=[O:17])=[CH:10][CH:9]=1.